This data is from Peptide-MHC class I binding affinity with 185,985 pairs from IEDB/IMGT. The task is: Regression. Given a peptide amino acid sequence and an MHC pseudo amino acid sequence, predict their binding affinity value. This is MHC class I binding data. (1) The peptide sequence is ANCSSISIK. The MHC is HLA-A03:01 with pseudo-sequence HLA-A03:01. The binding affinity (normalized) is 0.0152. (2) The peptide sequence is GADINLMPI. The MHC is HLA-A02:02 with pseudo-sequence HLA-A02:02. The binding affinity (normalized) is 0.176. (3) The peptide sequence is FLPKAAYAL. The MHC is BoLA-JSP.1 with pseudo-sequence BoLA-JSP.1. The binding affinity (normalized) is 0.0641. (4) The peptide sequence is YPGNTFVNF. The MHC is Patr-B1301 with pseudo-sequence Patr-B1301. The binding affinity (normalized) is 0.657. (5) The peptide sequence is ETKLGKAGY. The MHC is HLA-B44:03 with pseudo-sequence HLA-B44:03. The binding affinity (normalized) is 0.0443. (6) The peptide sequence is QVFKGVVIR. The MHC is HLA-A01:01 with pseudo-sequence HLA-A01:01. The binding affinity (normalized) is 0.0847. (7) The peptide sequence is LLFLKVPA. The MHC is HLA-A02:01 with pseudo-sequence HLA-A02:01. The binding affinity (normalized) is 0.484. (8) The peptide sequence is GVKVRVWLF. The MHC is HLA-B18:01 with pseudo-sequence HLA-B18:01. The binding affinity (normalized) is 0.0847. (9) The peptide sequence is AMLCMFIPSV. The MHC is HLA-A02:03 with pseudo-sequence HLA-A02:03. The binding affinity (normalized) is 0.767. (10) The peptide sequence is RIKTRLFTI. The MHC is HLA-A11:01 with pseudo-sequence HLA-A11:01. The binding affinity (normalized) is 0.0847.